From a dataset of Drug-target binding data from BindingDB using IC50 measurements. Regression. Given a target protein amino acid sequence and a drug SMILES string, predict the binding affinity score between them. We predict pIC50 (pIC50 = -log10(IC50 in M); higher means more potent). Dataset: bindingdb_ic50. (1) The drug is CS(=O)c1ccc(NC(=O)C(C#N)C(=O)C2CC2)cc1. The target protein (O35435) has sequence MAWRQLRKRALDAAIILGGGGLLFTSYLTATGDDHFYAEYLMPALQRLLDPESAHRLAVRVISLGLLPRATFQDSNMLEVRVLGHKFRNPVGIAAGFDKHGEAVDGLYKLGFGFVEVGSVTPQPQEGNPRPRVFRLPEDQAVINRYGFNSHGLSAVEHRLRARQQKQTQLTTDGLPLGINLGKNKTSVDAAADYVEGVRILGPLADYLVVNVSSPNTAGLRSLQGKTELRRLLSKVLQERDALKGPQKPAVLVKIAPDLTAQDKEDIASVARELGIDGLIITNTTVSRPVGLQGALRSETGGLSGKPLRDLSTQTIREMYALTQGTIPIIGVGGVSSGQDALEKIQAGASLVQLYTALTFLGPPVVARVKRELEALLKERGFNTVTDAIGVDHRR. The pIC50 is 4.7. (2) The compound is C/C=C(\NC(=O)[C@H](C)NC(=O)[C@@H](NC(=O)[C@H](NC(=O)[C@H](Cc1ccccc1)NC(=O)[C@@H](CC(C)C)NC(=O)[C@@H](Cc1ccccc1)NC(C)=O)[C@@H](C)O)C(C)C)C(=O)O. The target protein (Q704Y3) has sequence MEKWASLDSDESEPPAQENSCPDPPDRDPNSKPPPAKPHIFATRSRTRLFGKGDSEEASPMDCPYEEGGLASCPIITVSSVVTLQRSVDGPTCLRQTSQDSVSTGVETPPRLYDRRSIFDAVAQSNCQELESLLSFLQKSKKRLTDSEFKDPETGKTCLLKAMLNLHNGQNDTIALLLDIARKTDSLKQFVNASYTDSYYKGQTALHIAIERRNMALVTLLVENGADVQAAANGDFFKKTKGRPGFYFGELPLSLAACTNQLAIVKFLLQNSWQPADISARDSVGNTVLHALVEVADNTADNTKFVTNMYNEILILGAKLHPTLKLEELTNKKGLTPLALAASSGKIGVLAYILQREIHEPECRHLSRKFTEWAYGPVHSSLYDLSCIDTCEKNSVLEVIAYSSSETPNRHDMLLVEPLNRLLQDKWDRFVKRIFYFNFFVYCLYMIIFTTAAYYRPVEGLPPYKLNNTVGDYFRVTGEILSVSGGVYFFFRGIQYFLQR.... The pIC50 is 2.8.